Task: Predict the reactants needed to synthesize the given product.. Dataset: Full USPTO retrosynthesis dataset with 1.9M reactions from patents (1976-2016) (1) Given the product [F:63][C:64]1([F:68])[CH2:67][N:66]([C:2]2[CH:3]=[C:4]3[N:12]([CH3:13])[CH:11]=[CH:10][C:5]3=[N:6][C:7]=2[C:8]#[N:9])[CH2:65]1, predict the reactants needed to synthesize it. The reactants are: Br[C:2]1[CH:3]=[C:4]2[N:12]([CH3:13])[CH:11]=[CH:10][C:5]2=[N:6][C:7]=1[C:8]#[N:9].CC1(C)C2C(=C(P(C3C=CC=CC=3)C3C=CC=CC=3)C=CC=2)OC2C(P(C3C=CC=CC=3)C3C=CC=CC=3)=CC=CC1=2.C(=O)([O-])[O-].[Cs+].[Cs+].Cl.[F:63][C:64]1([F:68])[CH2:67][NH:66][CH2:65]1. (2) Given the product [C:40]([C:2]1[CH:7]=[CH:6][C:5]([S:8]([CH2:11][C@@H:12]2[CH2:17][C@H:16]([N:18]([CH:20]([CH3:21])[CH3:22])[CH3:19])[CH2:15][CH2:14][C@@H:13]2[NH:23][C:24](=[O:39])[CH2:25][C:26]2[NH:30][C:29]3[CH:31]=[CH:32][CH:33]=[C:34]([C:35]([F:36])([F:37])[F:38])[C:28]=3[N:27]=2)(=[O:10])=[O:9])=[CH:4][CH:3]=1)(=[O:42])[CH3:41], predict the reactants needed to synthesize it. The reactants are: Br[C:2]1[CH:7]=[CH:6][C:5]([S:8]([CH2:11][CH:12]2[CH2:17][CH:16]([N:18]([CH:20]([CH3:22])[CH3:21])[CH3:19])[CH2:15][CH2:14][CH:13]2[NH:23][C:24](=[O:39])[CH2:25][C:26]2[NH:30][C:29]3[CH:31]=[CH:32][CH:33]=[C:34]([C:35]([F:38])([F:37])[F:36])[C:28]=3[N:27]=2)(=[O:10])=[O:9])=[CH:4][CH:3]=1.[CH2:40]([O:42]C([Sn](CCCC)(CCCC)CCCC)=C)[CH3:41]. (3) The reactants are: [NH2:1][C@H:2]([C:12]1[C:17]([C:18]2[CH:19]=[CH:20][C:21]([Cl:33])=[C:22]3[C:26]=2[N:25]([CH3:27])[N:24]=[C:23]3[NH:28][S:29]([CH3:32])(=[O:31])=[O:30])=[CH:16][CH:15]=[C:14]([Cl:34])[N:13]=1)[CH2:3][C:4]1[CH:9]=[C:8]([F:10])[CH:7]=[C:6]([F:11])[CH:5]=1.CCN(CC)CC.[F:42][CH:43]([F:59])[C:44]1[C:45]2[C@H:55]3[CH2:56][C@H:54]3[C:53]([F:58])([F:57])[C:46]=2[N:47]([CH2:49][C:50](O)=[O:51])[N:48]=1.CN(C(ON1N=NC2C=CC=NC1=2)=[N+](C)C)C.F[P-](F)(F)(F)(F)F. Given the product [Cl:34][C:14]1[N:13]=[C:12]([C@@H:2]([NH:1][C:50](=[O:51])[CH2:49][N:47]2[C:46]3[C:53]([F:57])([F:58])[C@@H:54]4[CH2:56][C@@H:55]4[C:45]=3[C:44]([CH:43]([F:59])[F:42])=[N:48]2)[CH2:3][C:4]2[CH:9]=[C:8]([F:10])[CH:7]=[C:6]([F:11])[CH:5]=2)[C:17]([C:18]2[CH:19]=[CH:20][C:21]([Cl:33])=[C:22]3[C:26]=2[N:25]([CH3:27])[N:24]=[C:23]3[NH:28][S:29]([CH3:32])(=[O:30])=[O:31])=[CH:16][CH:15]=1, predict the reactants needed to synthesize it. (4) Given the product [OH:40][C:16]1([C:17]2[S:18][C:19]([C:22]3[CH:27]=[C:26]([NH:28][C:29]4[N:34]=[C:33]([C:35]([F:36])([F:38])[F:37])[CH:32]=[CH:31][N:30]=4)[CH:25]=[C:24]([CH3:39])[CH:23]=3)=[CH:20][N:21]=2)[CH:15]([OH:5])[CH2:14][NH:13][C:12](=[O:41])[CH2:11][CH2:10]1, predict the reactants needed to synthesize it. The reactants are: C[N+]1([O-])CC[O:5]CC1.O[CH:10]1[C:16]([OH:40])([C:17]2[S:18][C:19]([C:22]3[CH:27]=[C:26]([NH:28][C:29]4[N:34]=[C:33]([C:35]([F:38])([F:37])[F:36])[CH:32]=[CH:31][N:30]=4)[CH:25]=[C:24]([CH3:39])[CH:23]=3)=[CH:20][N:21]=2)[CH2:15][CH2:14][NH:13][C:12](=[O:41])[CH2:11]1. (5) Given the product [Br:1][C:2]1[CH:3]=[N+:4]([O-:14])[C:5]2[C:10]([CH:11]=1)=[CH:9][CH:8]=[CH:7][CH:6]=2, predict the reactants needed to synthesize it. The reactants are: [Br:1][C:2]1[CH:3]=[N:4][C:5]2[C:10]([CH:11]=1)=[CH:9][CH:8]=[CH:7][CH:6]=2.C(OO)(=[O:14])C.